This data is from Peptide-MHC class I binding affinity with 185,985 pairs from IEDB/IMGT. The task is: Regression. Given a peptide amino acid sequence and an MHC pseudo amino acid sequence, predict their binding affinity value. This is MHC class I binding data. The peptide sequence is KCFGNTAIAK. The MHC is HLA-A31:01 with pseudo-sequence HLA-A31:01. The binding affinity (normalized) is 0.420.